This data is from Peptide-MHC class I binding affinity with 185,985 pairs from IEDB/IMGT. The task is: Regression. Given a peptide amino acid sequence and an MHC pseudo amino acid sequence, predict their binding affinity value. This is MHC class I binding data. (1) The peptide sequence is PTIEDDKIVT. The MHC is HLA-A68:02 with pseudo-sequence HLA-A68:02. The binding affinity (normalized) is 0. (2) The peptide sequence is KLYKMRIPR. The MHC is HLA-B08:01 with pseudo-sequence HLA-B08:01. The binding affinity (normalized) is 0.0847. (3) The peptide sequence is DRYPANAIV. The MHC is HLA-A03:01 with pseudo-sequence HLA-A03:01. The binding affinity (normalized) is 0.0847. (4) The peptide sequence is QIFNEDTSY. The MHC is HLA-A03:01 with pseudo-sequence HLA-A03:01. The binding affinity (normalized) is 0.243. (5) The peptide sequence is RKRLRLIHLL. The MHC is Mamu-B08 with pseudo-sequence Mamu-B08. The binding affinity (normalized) is 0.553. (6) The peptide sequence is WSYNAELLVA. The MHC is HLA-A02:06 with pseudo-sequence HLA-A02:06. The binding affinity (normalized) is 0.749. (7) The binding affinity (normalized) is 0.619. The peptide sequence is FTDQVPFSV. The MHC is HLA-A02:01 with pseudo-sequence HLA-A02:01.